From a dataset of Full USPTO retrosynthesis dataset with 1.9M reactions from patents (1976-2016). Predict the reactants needed to synthesize the given product. (1) Given the product [CH2:1]([O:8][C:9]1[C:10]([CH3:27])=[C:11]([CH:12]=[CH:13][CH:14]=1)[CH2:15][C:16]1[C:24]2[C:19](=[N:20][CH:21]=[CH:22][CH:23]=2)[NH:18][CH:17]=1)[C:2]1[CH:3]=[CH:4][CH:5]=[CH:6][CH:7]=1, predict the reactants needed to synthesize it. The reactants are: [CH2:1]([O:8][C:9]1[C:10]([CH3:27])=[C:11]([CH:15](OC)[C:16]2[C:24]3[C:19](=[N:20][CH:21]=[CH:22][CH:23]=3)[NH:18][CH:17]=2)[CH:12]=[CH:13][CH:14]=1)[C:2]1[CH:7]=[CH:6][CH:5]=[CH:4][CH:3]=1.FC(F)(F)C(O)=O.C([SiH](CC)CC)C. (2) Given the product [CH3:37][O:36][C:34]1[CH:33]=[CH:32][C:31]2[N:30]([N:29]=[C:28]([C:38]3[CH:39]=[CH:40][C:41]([C:44]([F:46])([F:45])[F:47])=[CH:42][CH:43]=3)[C:27]=2[CH2:16][C:17]2[N:22]=[C:21]([C:23]([O:25][CH3:26])=[O:24])[CH:20]=[CH:19][CH:18]=2)[CH:35]=1, predict the reactants needed to synthesize it. The reactants are: C([SiH](CC)CC)C.FC(F)(F)C(O)=O.O[CH:16]([C:27]1[C:28]([C:38]2[CH:43]=[CH:42][C:41]([C:44]([F:47])([F:46])[F:45])=[CH:40][CH:39]=2)=[N:29][N:30]2[CH:35]=[C:34]([O:36][CH3:37])[CH:33]=[CH:32][C:31]=12)[C:17]1[N:22]=[C:21]([C:23]([O:25][CH3:26])=[O:24])[CH:20]=[CH:19][CH:18]=1.C(=O)(O)[O-].[Na+]. (3) The reactants are: [CH2:1]([O:8][C:9]1[CH:14]=[CH:13][C:12]([N:15]2[CH2:19][CH:18]([CH2:20]O)[CH2:17][C:16]2=[O:22])=[CH:11][CH:10]=1)[C:2]1[CH:7]=[CH:6][CH:5]=[CH:4][CH:3]=1.S(Cl)([Cl:25])=O. Given the product [CH2:1]([O:8][C:9]1[CH:14]=[CH:13][C:12]([N:15]2[CH2:19][CH:18]([CH2:20][Cl:25])[CH2:17][C:16]2=[O:22])=[CH:11][CH:10]=1)[C:2]1[CH:7]=[CH:6][CH:5]=[CH:4][CH:3]=1, predict the reactants needed to synthesize it. (4) Given the product [Br:43][C:44]1[CH:49]=[CH:48][C:47]([CH2:50][N:15]([CH2:16][C:17]([O:19][C:20]([CH3:23])([CH3:22])[CH3:21])=[O:18])[S:12]([C:7]2[CH:8]=[C:9]3[C:4](=[CH:5][CH:6]=2)[O:3][C:2]([CH3:24])([CH3:1])[CH2:11][CH2:10]3)(=[O:14])=[O:13])=[CH:46][CH:45]=1, predict the reactants needed to synthesize it. The reactants are: [CH3:1][C:2]1([CH3:24])[CH2:11][CH2:10][C:9]2[C:4](=[CH:5][CH:6]=[C:7]([S:12]([NH:15][CH2:16][C:17]([O:19][C:20]([CH3:23])([CH3:22])[CH3:21])=[O:18])(=[O:14])=[O:13])[CH:8]=2)[O:3]1.CCN(P1(N(C)CCCN1C)=NC(C)(C)C)CC.[Br:43][C:44]1[CH:49]=[CH:48][C:47]([CH2:50]Br)=[CH:46][CH:45]=1. (5) Given the product [ClH:1].[NH2:49][C@@H:26]1[C:25](=[O:57])[N:24]2[CH2:58][C@H:21]([O:20][C:7]3[C:6]4[C:11](=[C:2]([Cl:1])[C:3]([O:59][CH3:60])=[CH:4][CH:5]=4)[N:10]=[C:9]([C:12]4[S:13][CH:14]=[C:15]([CH:17]5[CH2:19][CH2:18]5)[N:16]=4)[CH:8]=3)[CH2:22][C@H:23]2[C:37](=[O:38])[NH:36][C@:35]2([C:40]([NH:41][S:42]([CH:45]3[CH2:46][CH2:47]3)(=[O:43])=[O:44])=[O:48])[CH2:39][C@H:34]2[CH:33]=[CH:32][CH2:31][CH2:30][CH2:29][CH2:28][CH2:27]1, predict the reactants needed to synthesize it. The reactants are: [Cl:1][C:2]1[C:3]([O:59][CH3:60])=[CH:4][CH:5]=[C:6]2[C:11]=1[N:10]=[C:9]([C:12]1[S:13][CH:14]=[C:15]([CH:17]3[CH2:19][CH2:18]3)[N:16]=1)[CH:8]=[C:7]2[O:20][C@H:21]1[CH2:58][N:24]2[C:25](=[O:57])[C@@H:26]([NH:49]C(=O)OC(C)(C)C)[CH2:27][CH2:28][CH2:29][CH2:30][CH2:31][CH:32]=[CH:33][C@@H:34]3[CH2:39][C@@:35]3([C:40](=[O:48])[NH:41][S:42]([CH:45]3[CH2:47][CH2:46]3)(=[O:44])=[O:43])[NH:36][C:37](=[O:38])[C@@H:23]2[CH2:22]1.Cl. (6) Given the product [Cl:1][C:2]1[CH:40]=[CH:39][C:5]2[NH:6][C:7](=[O:29])[CH:8]([CH2:21][C:22]3[CH:27]=[CH:26][CH:25]=[CH:24][C:23]=3[Cl:28])[N:9]=[C:10]([C:11]3[CH:20]=[CH:19][C:14]4[NH:15][C:16](=[O:18])[NH:17][C:13]=4[CH:12]=3)[C:4]=2[CH:3]=1, predict the reactants needed to synthesize it. The reactants are: [Cl:1][C:2]1[CH:40]=[CH:39][C:5]2[N:6](CC3C=CC(OC)=CC=3)[C:7](=[O:29])[CH:8]([CH2:21][C:22]3[CH:27]=[CH:26][CH:25]=[CH:24][C:23]=3[Cl:28])[N:9]=[C:10]([C:11]3[CH:20]=[CH:19][C:14]4[NH:15][C:16](=[O:18])[NH:17][C:13]=4[CH:12]=3)[C:4]=2[CH:3]=1.[Cl-].[Al+3].[Cl-].[Cl-]. (7) Given the product [ClH:26].[CH2:37]1[C:38]2([CH2:43][CH2:42][NH:41][CH2:40][C@H:39]2[OH:44])[CH2:36]1, predict the reactants needed to synthesize it. The reactants are: COC(=O)C(N1C(=O)CCN(C(=O)/C=C/C2C=CC=C([Cl:26])C=2)CC1)CC(O)=O.CCN(CC)CC.[CH2:36]1[C:38]2([CH2:43][CH2:42][NH:41][CH2:40][C@H:39]2[OH:44])[CH2:37]1. (8) Given the product [ClH:14].[CH3:15][N:16]([CH3:12])[CH2:17][CH2:1][C:2]([C:4]1[CH:9]=[CH:8][C:7]([OH:10])=[CH:6][C:5]=1[F:11])=[O:3], predict the reactants needed to synthesize it. The reactants are: [CH3:1][C:2]([C:4]1[CH:9]=[CH:8][C:7]([OH:10])=[CH:6][C:5]=1[F:11])=[O:3].[CH2:12]=O.[ClH:14].[CH3:15][NH:16][CH3:17]. (9) Given the product [CH3:27][C:26]1[O:25][C:24]([C:28]2[CH:33]=[CH:32][CH:31]=[CH:30][C:29]=2[CH3:34])=[N:23][C:22]=1[CH2:21][N:11]1[C:12]2[C:8](=[CH:7][C:6]([CH2:5][CH:4]([O:15][CH2:16][CH2:17][CH3:18])[C:3]([OH:2])=[O:19])=[CH:14][CH:13]=2)[CH:9]=[CH:10]1, predict the reactants needed to synthesize it. The reactants are: C[O:2][C:3](=[O:19])[CH:4]([O:15][CH2:16][CH2:17][CH3:18])[CH2:5][C:6]1[CH:7]=[C:8]2[C:12](=[CH:13][CH:14]=1)[NH:11][CH:10]=[CH:9]2.Cl[CH2:21][C:22]1[N:23]=[C:24]([C:28]2[CH:33]=[CH:32][CH:31]=[CH:30][C:29]=2[CH3:34])[O:25][C:26]=1[CH3:27].